From a dataset of Reaction yield outcomes from USPTO patents with 853,638 reactions. Predict the reaction yield, written as a fraction of the theoretical maximum amount of product (1.0 means a 100% yield; for example, 0.34 means a 34% yield). The reactants are [CH2:1]([NH:8][C@H:9]([CH2:17][OH:18])[CH2:10][C:11]1[CH:16]=[CH:15][CH:14]=[CH:13][CH:12]=1)[C:2]1[CH:7]=[CH:6][CH:5]=[CH:4][CH:3]=1.CO.[C:21](O[C:21]([O:23][C:24]([CH3:27])([CH3:26])[CH3:25])=[O:22])([O:23][C:24]([CH3:27])([CH3:26])[CH3:25])=[O:22]. The catalyst is C(N(CC)CC)C. The product is [C:24]([O:23][C:21]([N:8]([CH2:1][C:2]1[CH:7]=[CH:6][CH:5]=[CH:4][CH:3]=1)[C@H:9]([CH2:17][OH:18])[CH2:10][C:11]1[CH:16]=[CH:15][CH:14]=[CH:13][CH:12]=1)=[O:22])([CH3:27])([CH3:26])[CH3:25]. The yield is 0.970.